This data is from Peptide-MHC class II binding affinity with 134,281 pairs from IEDB. The task is: Regression. Given a peptide amino acid sequence and an MHC pseudo amino acid sequence, predict their binding affinity value. This is MHC class II binding data. (1) The peptide sequence is QQWIQFMMSRRRLLA. The MHC is DRB1_0401 with pseudo-sequence DRB1_0401. The binding affinity (normalized) is 0.642. (2) The peptide sequence is GKWKIIYFYPKDFTFVCPTE. The MHC is HLA-DQA10301-DQB10302 with pseudo-sequence HLA-DQA10301-DQB10302. The binding affinity (normalized) is 0.